Dataset: Reaction yield outcomes from USPTO patents with 853,638 reactions. Task: Predict the reaction yield, written as a fraction of the theoretical maximum amount of product (1.0 means a 100% yield; for example, 0.34 means a 34% yield). (1) The reactants are Br[CH2:2][CH2:3][CH2:4][CH3:5].C(=O)([O-])[O-].[K+].[K+].[CH2:12]([O:19][C:20]1[CH:25]=[CH:24][NH:23][C:22](=[O:26])[CH:21]=1)[C:13]1[CH:18]=[CH:17][CH:16]=[CH:15][CH:14]=1. The catalyst is C(#N)C. The product is [CH2:12]([O:19][C:20]1[CH:25]=[CH:24][N:23]([CH2:2][CH2:3][CH2:4][CH3:5])[C:22](=[O:26])[CH:21]=1)[C:13]1[CH:14]=[CH:15][CH:16]=[CH:17][CH:18]=1. The yield is 0.980. (2) The reactants are [Br:1][C:2]1[CH:3]=[C:4]2[C:9](=[CH:10][CH:11]=1)[N:8]=[CH:7][C:6]([C:12]([CH:14]1[CH2:16][CH2:15]1)=[O:13])=[C:5]2Cl.[CH3:18][N:19]([CH3:27])[CH2:20][CH:21]1[CH2:26][CH2:25][NH:24][CH2:23][CH2:22]1. No catalyst specified. The product is [Br:1][C:2]1[CH:3]=[C:4]2[C:9](=[CH:10][CH:11]=1)[N:8]=[CH:7][C:6]([C:12]([CH:14]1[CH2:16][CH2:15]1)=[O:13])=[C:5]2[N:24]1[CH2:25][CH2:26][CH:21]([CH2:20][N:19]([CH3:27])[CH3:18])[CH2:22][CH2:23]1. The yield is 0.460. (3) The reactants are O[CH2:2][CH2:3][C:4]1[CH:5]=[C:6]2[C:12]3([CH2:17][CH2:16][N:15]([C:18]([O:20][C:21]([CH3:24])([CH3:23])[CH3:22])=[O:19])[CH2:14][CH2:13]3)[CH2:11][N:10]([C:25]3[C:26]4[C@H:33]([CH3:34])[CH2:32][CH2:31][C:27]=4[N:28]=[CH:29][N:30]=3)[C:7]2=[CH:8][CH:9]=1.[C:35]1(=[O:45])[C:43]2[C:38](=[CH:39][CH:40]=[CH:41][CH:42]=2)[C:37](=[O:44])[NH:36]1.C1C=CC(P(C2C=CC=CC=2)C2C=CC=CC=2)=CC=1.CCOC(/N=N/C(OCC)=O)=O. The catalyst is C1COCC1. The product is [O:45]=[C:35]1[C:43]2[C:38](=[CH:39][CH:40]=[CH:41][CH:42]=2)[C:37](=[O:44])[N:36]1[CH2:2][CH2:3][C:4]1[CH:5]=[C:6]2[C:12]3([CH2:17][CH2:16][N:15]([C:18]([O:20][C:21]([CH3:22])([CH3:23])[CH3:24])=[O:19])[CH2:14][CH2:13]3)[CH2:11][N:10]([C:25]3[C:26]4[C@H:33]([CH3:34])[CH2:32][CH2:31][C:27]=4[N:28]=[CH:29][N:30]=3)[C:7]2=[CH:8][CH:9]=1. The yield is 0.520. (4) The reactants are C(N(CC)CC)C.[OH:8][CH2:9][CH2:10][C:11]1[CH:16]=[CH:15][CH:14]=[CH:13][C:12]=1[N:17]1[CH2:22][CH2:21][CH2:20][CH2:19][C:18]1=[O:23].[C:24]1([CH3:34])[CH:29]=[CH:28][C:27]([S:30](Cl)(=[O:32])=[O:31])=[CH:26][CH:25]=1. The catalyst is ClCCl.CN(C1C=CC=CN=1)C. The product is [CH3:34][C:24]1[CH:29]=[CH:28][C:27]([S:30]([O:8][CH2:9][CH2:10][C:11]2[CH:16]=[CH:15][CH:14]=[CH:13][C:12]=2[N:17]2[CH2:22][CH2:21][CH2:20][CH2:19][C:18]2=[O:23])(=[O:32])=[O:31])=[CH:26][CH:25]=1. The yield is 0.880. (5) The reactants are [F:1][C:2]([F:41])([F:40])[C:3]1[CH:4]=[C:5]([CH2:13][N:14]([CH3:39])[C:15]([N:17]2[CH2:30][CH2:29][C@:20]3([NH:24][CH:23]([C:25]([O:27]C)=O)[CH2:22][CH2:21]3)[CH2:19][C@@H:18]2[C:31]2[CH:36]=[CH:35][C:34]([F:37])=[CH:33][C:32]=2[CH3:38])=[O:16])[CH:6]=[C:7]([C:9]([F:12])([F:11])[F:10])[CH:8]=1.CO.[NH3:44]. No catalyst specified. The product is [F:1][C:2]([F:40])([F:41])[C:3]1[CH:4]=[C:5]([CH2:13][N:14]([CH3:39])[C:15]([N:17]2[CH2:30][CH2:29][C@:20]3([NH:24][C@@H:23]([C:25]([NH2:44])=[O:27])[CH2:22][CH2:21]3)[CH2:19][C@@H:18]2[C:31]2[CH:36]=[CH:35][C:34]([F:37])=[CH:33][C:32]=2[CH3:38])=[O:16])[CH:6]=[C:7]([C:9]([F:12])([F:11])[F:10])[CH:8]=1. The yield is 0.870. (6) The reactants are S(Cl)(Cl)=O.Cl.[CH3:6][N:7]([CH2:9][C:10]1[CH:18]=[CH:17][C:13]([C:14]([OH:16])=[O:15])=[CH:12][CH:11]=1)[CH3:8].C(O)CCCCCCC/C=C\CCCCCCCC. The catalyst is C(#N)C. The product is [CH3:8][N:7]([CH2:9][C:10]1[CH:18]=[CH:17][C:13]([C:14]([OH:16])=[O:15])=[CH:12][CH:11]=1)[CH3:6]. The yield is 0.750.